From a dataset of Full USPTO retrosynthesis dataset with 1.9M reactions from patents (1976-2016). Predict the reactants needed to synthesize the given product. (1) The reactants are: [Cl:1][C:2]1[C:3]([OH:27])=[C:4]([C:9]2[S:13][C:12]([NH:14][C:15](=[O:26])[NH:16][C:17]3[CH:18]=[C:19]([CH:23]=[CH:24][CH:25]=3)[C:20](O)=[O:21])=[N:11][N:10]=2)[CH:5]=[C:6]([Cl:8])[CH:7]=1.[CH:28]1[CH:29]=[CH:30][C:31]2N(O)N=[N:34][C:32]=2[CH:33]=1.NC1C=CC=CC=1.CCN(C(C)C)C(C)C.CCN=C=NCCCN(C)C. Given the product [Cl:1][C:2]1[C:3]([OH:27])=[C:4]([C:9]2[S:13][C:12]([NH:14][C:15](=[O:26])[NH:16][C:17]3[CH:18]=[C:19]([CH:23]=[CH:24][CH:25]=3)[C:20]([NH:34][C:32]3[CH:33]=[CH:28][CH:29]=[CH:30][CH:31]=3)=[O:21])=[N:11][N:10]=2)[CH:5]=[C:6]([Cl:8])[CH:7]=1, predict the reactants needed to synthesize it. (2) Given the product [Cl:1][C:2]1[N:10]=[C:9]2[C:5]([N:6]([CH2:11][C@H:12]3[CH2:17][CH2:16][C@H:15]([CH3:18])[CH2:14][CH2:13]3)[CH:7]=[N:8]2)=[C:4]([C:25]2[CH:24]=[CH:23][CH:22]=[C:21]([Cl:20])[CH:26]=2)[N:3]=1, predict the reactants needed to synthesize it. The reactants are: [Cl:1][C:2]1[N:10]=[C:9]2[C:5]([N:6]([CH2:11][C@H:12]3[CH2:17][CH2:16][C@H:15]([CH3:18])[CH2:14][CH2:13]3)[CH:7]=[N:8]2)=[C:4](Cl)[N:3]=1.[Cl:20][C:21]1[CH:22]=[C:23](B(O)O)[CH:24]=[CH:25][CH:26]=1.C([O-])([O-])=O.[Na+].[Na+]. (3) The reactants are: [F:1][C:2]1[CH:7]=[CH:6][C:5](/[CH:8]=[C:9]2/[C:10](=[O:21])[N:11]=[C:12]([N:14]3[CH2:19][CH2:18][NH:17][CH2:16][C@@H:15]3[CH3:20])[S:13]/2)=[C:4]([OH:22])[CH:3]=1.C(N(C(C)C)CC)(C)C.Br[CH2:33][CH:34]1[CH2:36][CH2:35]1. Given the product [CH:34]1([CH2:33][N:17]2[CH2:18][CH2:19][N:14]([C:12]3[S:13]/[C:9](=[CH:8]\[C:5]4[CH:6]=[CH:7][C:2]([F:1])=[CH:3][C:4]=4[OH:22])/[C:10](=[O:21])[N:11]=3)[C@@H:15]([CH3:20])[CH2:16]2)[CH2:36][CH2:35]1, predict the reactants needed to synthesize it. (4) Given the product [CH:18]([C:11]1[C:10]([CH3:20])=[C:9]([CH3:21])[C:8]([CH2:7][C:6]2[CH:5]=[CH:4][C:3]([O:2][CH3:1])=[CH:23][CH:22]=2)=[CH:17][C:12]=1[C:13]([O:15][CH3:16])=[O:14])=[O:26], predict the reactants needed to synthesize it. The reactants are: [CH3:1][O:2][C:3]1[CH:23]=[CH:22][C:6]([CH2:7][C:8]2[C:9]([CH3:21])=[C:10]([CH3:20])[C:11]([CH:18]=C)=[C:12]([CH:17]=2)[C:13]([O:15][CH3:16])=[O:14])=[CH:5][CH:4]=1.CC(C)=[O:26].C(#N)C.I([O-])(=O)(=O)=O.[Na+]. (5) Given the product [CH3:16][C@H:17]1[CH2:18][N:19]([C:23]2[C:32]3[C:27](=[CH:28][CH:29]=[CH:30][CH:31]=3)[C:26]([CH3:33])=[CH:25][CH:24]=2)[CH2:20][CH2:21][N:22]1[CH2:2][CH2:3][CH2:4][CH2:5][N:6]1[C:10](=[O:11])[CH:9]2[CH2:12][CH2:13][CH2:14][N:8]2[C:7]1=[O:15], predict the reactants needed to synthesize it. The reactants are: Br[CH2:2][CH2:3][CH2:4][CH2:5][N:6]1[C:10](=[O:11])[CH:9]2[CH2:12][CH2:13][CH2:14][N:8]2[C:7]1=[O:15].[CH3:16][C@@H:17]1[NH:22][CH2:21][CH2:20][N:19]([C:23]2[C:32]3[C:27](=[CH:28][CH:29]=[CH:30][CH:31]=3)[C:26]([CH3:33])=[CH:25][CH:24]=2)[CH2:18]1. (6) Given the product [N:43]1([CH2:48][CH2:49][CH2:50][N:51]2[CH2:52][CH2:53][CH:54]([CH2:57][NH:58][C:6](=[O:8])[C:5]3[CH:9]=[C:10]([Cl:11])[C:2]([NH2:1])=[CH:3][C:4]=3[O:12][CH3:13])[CH2:55][CH2:56]2)[CH:47]=[CH:46][N:45]=[N:44]1, predict the reactants needed to synthesize it. The reactants are: [NH2:1][C:2]1[C:10]([Cl:11])=[CH:9][C:5]([C:6]([OH:8])=O)=[C:4]([O:12][CH3:13])[CH:3]=1.C(N1C=CN=C1)(N1C=CN=C1)=O.C(N(CC)CC)C.C([C@@H]([C@H](C(O)=O)O)O)(O)=O.[N:43]1([CH2:48][CH2:49][CH2:50][N:51]2[CH2:56][CH2:55][CH:54]([CH2:57][NH2:58])[CH2:53][CH2:52]2)[CH:47]=[CH:46][N:45]=[N:44]1.